Dataset: Reaction yield outcomes from USPTO patents with 853,638 reactions. Task: Predict the reaction yield, written as a fraction of the theoretical maximum amount of product (1.0 means a 100% yield; for example, 0.34 means a 34% yield). The reactants are C([N-]C(C)C)(C)C.[Li+].C(NC(C)C)(C)C.C([Li])CCC.[O:21]1[CH:25]=[CH:24][C:23]([C:26]([OH:28])=[O:27])=[CH:22]1.[F:29][C:30]1[CH:37]=[CH:36][C:33]([CH:34]=[O:35])=[CH:32][CH:31]=1. The catalyst is O1CCCC1.O. The product is [F:29][C:30]1[CH:37]=[CH:36][C:33]([CH:34]([OH:35])[C:22]2[O:21][CH:25]=[CH:24][C:23]=2[C:26]([OH:28])=[O:27])=[CH:32][CH:31]=1. The yield is 0.730.